This data is from Full USPTO retrosynthesis dataset with 1.9M reactions from patents (1976-2016). The task is: Predict the reactants needed to synthesize the given product. (1) Given the product [Cl:1][C:2]1[CH:3]=[C:4]([CH:13]=[CH:14][C:15]=1[Cl:16])[CH2:5][C:6]1[C:7](=[O:9])[N:19]2[CH:20]=[C:21]([C:22]([OH:24])=[O:23])[CH:25]=[CH:26][C:18]2=[N:17][CH:11]=1, predict the reactants needed to synthesize it. The reactants are: [Cl:1][C:2]1[CH:3]=[C:4]([CH:13]=[CH:14][C:15]=1[Cl:16])[CH2:5][CH:6]([CH:11]=O)[C:7]([O:9]C)=O.[NH2:17][C:18]1[CH:26]=[CH:25][C:21]([C:22]([OH:24])=[O:23])=[CH:20][N:19]=1. (2) Given the product [NH:28]1[C:29]2[CH:35]=[CH:34][CH:33]=[CH:32][C:30]=2[N:31]=[C:27]1[O:1][C:2]1[CH:3]=[C:4]([N:8]2[CH:13]=[CH:12][C:11](=[O:14])[C:10]([C:15]3[N:19]([C:20]4[CH:21]=[CH:22][CH:23]=[CH:24][CH:25]=4)[N:18]=[CH:17][CH:16]=3)=[N:9]2)[CH:5]=[CH:6][CH:7]=1, predict the reactants needed to synthesize it. The reactants are: [OH:1][C:2]1[CH:3]=[C:4]([N:8]2[CH:13]=[CH:12][C:11](=[O:14])[C:10]([C:15]3[N:19]([C:20]4[CH:25]=[CH:24][CH:23]=[CH:22][CH:21]=4)[N:18]=[CH:17][CH:16]=3)=[N:9]2)[CH:5]=[CH:6][CH:7]=1.Cl[C:27]1[NH:28][C:29]2[CH:35]=[CH:34][CH:33]=[CH:32][C:30]=2[N:31]=1. (3) Given the product [F:1][C:2]1[CH:3]=[C:4]([CH:28]=[CH:29][CH:30]=1)[CH2:5][N:6]1[CH2:11][CH2:10][CH2:9][CH2:8][C@@H:7]1[C:12]([NH:14][C:15]1([C:18]2[CH:19]=[CH:20][C:21]([C:22]([O-:24])=[O:23])=[CH:26][CH:27]=2)[CH2:16][CH2:17]1)=[O:13].[Li+:32], predict the reactants needed to synthesize it. The reactants are: [F:1][C:2]1[CH:3]=[C:4]([CH:28]=[CH:29][CH:30]=1)[CH2:5][N:6]1[CH2:11][CH2:10][CH2:9][CH2:8][C@@H:7]1[C:12]([NH:14][C:15]1([C:18]2[CH:27]=[CH:26][C:21]([C:22]([O:24]C)=[O:23])=[CH:20][CH:19]=2)[CH2:17][CH2:16]1)=[O:13].O[Li:32].O.